From a dataset of Peptide-MHC class II binding affinity with 134,281 pairs from IEDB. Regression. Given a peptide amino acid sequence and an MHC pseudo amino acid sequence, predict their binding affinity value. This is MHC class II binding data. The peptide sequence is FEAAFNDAIKASTGG. The MHC is DRB3_0202 with pseudo-sequence DRB3_0202. The binding affinity (normalized) is 0.563.